This data is from Full USPTO retrosynthesis dataset with 1.9M reactions from patents (1976-2016). The task is: Predict the reactants needed to synthesize the given product. (1) Given the product [Br:1][C:2]1[CH:7]=[CH:6][C:5]([S:8]([N:13]([CH3:14])[CH3:12])(=[O:10])=[O:9])=[CH:4][CH:3]=1, predict the reactants needed to synthesize it. The reactants are: [Br:1][C:2]1[CH:7]=[CH:6][C:5]([S:8](Cl)(=[O:10])=[O:9])=[CH:4][CH:3]=1.[CH3:12][NH:13][CH3:14]. (2) Given the product [C:1]([O:5][C:6]([N:8]1[CH2:9][CH:10]([O:12][C:13]2[CH:18]=[C:17]([Cl:19])[CH:16]=[CH:15][C:14]=2[O:20][CH:30]([C:29]([O:28][CH3:27])=[O:38])[C:31]2[CH:36]=[CH:35][CH:34]=[CH:33][CH:32]=2)[CH2:11]1)=[O:7])([CH3:4])([CH3:2])[CH3:3], predict the reactants needed to synthesize it. The reactants are: [C:1]([O:5][C:6]([N:8]1[CH2:11][CH:10]([O:12][C:13]2[CH:18]=[C:17]([Cl:19])[CH:16]=[CH:15][C:14]=2[OH:20])[CH2:9]1)=[O:7])([CH3:4])([CH3:3])[CH3:2].C([O-])([O-])=O.[Cs+].[Cs+].[CH3:27][O:28][C:29](=[O:38])[CH:30](Br)[C:31]1[CH:36]=[CH:35][CH:34]=[CH:33][CH:32]=1.O. (3) Given the product [F:1][C:2]1[CH:18]=[CH:17][C:5]([CH2:6][N:7]2[CH2:8][C@H:9]([CH3:15])[NH:10][CH2:11][C@H:12]2[CH3:13])=[CH:4][CH:3]=1, predict the reactants needed to synthesize it. The reactants are: [F:1][C:2]1[CH:18]=[CH:17][C:5]([CH2:6][N:7]2[C@@H:12]([CH3:13])[C:11](=O)[NH:10][C@H:9]([CH3:15])[C:8]2=O)=[CH:4][CH:3]=1.[H-].[Al+3].[Li+].[H-].[H-].[H-]. (4) Given the product [NH2:23][C:21]1[CH:20]=[CH:19][C:4]([O:5][C:6]2[CH:7]=[C:8]([NH:12][C:13](=[O:18])[C:14]([F:15])([F:16])[F:17])[CH:9]=[CH:10][CH:11]=2)=[C:3]([C:1]#[N:2])[CH:22]=1, predict the reactants needed to synthesize it. The reactants are: [C:1]([C:3]1[CH:22]=[C:21]([N+:23]([O-])=O)[CH:20]=[CH:19][C:4]=1[O:5][C:6]1[CH:7]=[C:8]([NH:12][C:13](=[O:18])[C:14]([F:17])([F:16])[F:15])[CH:9]=[CH:10][CH:11]=1)#[N:2].CO. (5) Given the product [O:47]1[CH2:52][CH2:51][CH:50]([CH2:53][NH:54][C:13]([C:10]2[CH:9]=[C:8]([CH2:7][O:6][C:5]3[CH:4]=[CH:3][C:2]([Br:1])=[CH:17][CH:16]=3)[O:12][N:11]=2)=[O:15])[CH2:49][CH2:48]1, predict the reactants needed to synthesize it. The reactants are: [Br:1][C:2]1[CH:17]=[CH:16][C:5]([O:6][CH2:7][C:8]2[O:12][N:11]=[C:10]([C:13]([OH:15])=O)[CH:9]=2)=[CH:4][CH:3]=1.C(N(CC)CC)C.Cl.C(N=C=NCCCN(C)C)C.ON1C2C=CC=CC=2N=N1.[O:47]1[CH2:52][CH2:51][CH:50]([CH2:53][NH2:54])[CH2:49][CH2:48]1. (6) Given the product [OH:27][CH:26]([CH3:22])[CH2:3][N:5]1[CH2:10][CH2:9][CH:8]([O:11][C:12]2[CH:13]=[C:14]([CH:17]=[CH:18][CH:19]=2)[CH:15]=[O:16])[CH2:7][CH2:6]1, predict the reactants needed to synthesize it. The reactants are: FC(F)(F)[C:3]([N:5]1[CH2:10][CH2:9][CH:8]([O:11][C:12]2[CH:13]=[C:14]([CH:17]=[CH:18][CH:19]=2)[CH:15]=[O:16])[CH2:7][CH2:6]1)=O.[CH2:22]1OC1C.[CH3:26][OH:27].